Dataset: Reaction yield outcomes from USPTO patents with 853,638 reactions. Task: Predict the reaction yield, written as a fraction of the theoretical maximum amount of product (1.0 means a 100% yield; for example, 0.34 means a 34% yield). (1) The reactants are [CH3:1][N:2]1[CH2:7][CH2:6][CH2:5][C@@H:4]([CH2:8][OH:9])[CH2:3]1.Cl[N:11]([C:19]1[C:28]2[C:23](=[CH:24][C:25](O)=[C:26]([O:29][CH3:30])[CH:27]=2)[N:22]=[CH:21][N:20]=1)[C:12]1[CH:17]=[CH:16][CH:15]=[CH:14][C:13]=1[F:18].C1(P(C2C=CC=CC=2)C2C=CC=CC=2)C=CC=CC=1.N(C(OCC)=O)=NC(OCC)=O.C(Cl)[Cl:64]. No catalyst specified. The product is [Cl:64][C:15]1[CH:16]=[CH:17][C:12]([NH:11][C:19]2[C:28]3[C:23](=[CH:24][C:25]([O:9][CH2:8][C@@H:4]4[CH2:5][CH2:6][CH2:7][N:2]([CH3:1])[CH2:3]4)=[C:26]([O:29][CH3:30])[CH:27]=3)[N:22]=[CH:21][N:20]=2)=[C:13]([F:18])[CH:14]=1. The yield is 0.520. (2) The reactants are [CH2:1]([O:5][CH:6]([C:8]1[CH:16]=[CH:15][C:11]([C:12]([OH:14])=O)=[CH:10][CH:9]=1)[CH3:7])[CH:2]([CH3:4])[CH3:3].F[P-](F)(F)(F)(F)F.N1(OC(N(C)C)=[N+](C)C)C2N=CC=CC=2N=N1.C(N(CC)CC)C.[NH2:48][CH2:49][C:50]1[C:51]([OH:58])=[N:52][C:53]([CH3:57])=[CH:54][C:55]=1[CH3:56]. The catalyst is ClCCl. The product is [OH:58][C:51]1[C:50]([CH2:49][NH:48][C:12](=[O:14])[C:11]2[CH:10]=[CH:9][C:8]([CH:6]([O:5][CH2:1][CH:2]([CH3:3])[CH3:4])[CH3:7])=[CH:16][CH:15]=2)=[C:55]([CH3:56])[CH:54]=[C:53]([CH3:57])[N:52]=1. The yield is 0.400. (3) The catalyst is C1COCC1.O=[Os](=O)(=O)=O. The reactants are [Cl:1][C:2]1[N:3]=[C:4]([N:22]2[CH2:27][CH2:26][O:25][CH2:24][CH2:23]2)[C:5]2[O:10][C:9]3[N:11]=[CH:12][C:13](/C=C/C(N(C)C)=O)=[CH:14][C:8]=3[C:6]=2[N:7]=1.O.C[CH2:30][O:31]C(C)=O.S([O-])([O-])(=O)=S.[Na+].[Na+]. The product is [Cl:1][C:2]1[N:3]=[C:4]([N:22]2[CH2:27][CH2:26][O:25][CH2:24][CH2:23]2)[C:5]2[O:10][C:9]3[N:11]=[CH:12][C:13]([CH:30]=[O:31])=[CH:14][C:8]=3[C:6]=2[N:7]=1. The yield is 0.740. (4) The reactants are [F:1][C:2]1[CH:3]=[C:4]2[C:8](=[CH:9][CH:10]=1)[NH:7][C:6](=[O:11])/[C:5]/2=[CH:12]\[C:13]1[NH:17][C:16]([CH3:18])=[C:15]([C:19]([OH:21])=O)[C:14]=1[CH3:22].CN(C)C=O.F[P-](F)(F)(F)(F)F.N1(O[P+](N(C)C)(N(C)C)N(C)C)C2C=CC=CC=2N=N1.[NH2:55][CH2:56][CH2:57][N:58]1[CH2:62][CH2:61][CH2:60][CH2:59]1. The catalyst is C(N(CC)CC)C. The product is [N:58]1([CH2:57][CH2:56][NH:55][C:19]([C:15]2[C:14]([CH3:22])=[C:13](/[CH:12]=[C:5]3\[C:6](=[O:11])[NH:7][C:8]4[C:4]\3=[CH:3][C:2]([F:1])=[CH:10][CH:9]=4)[NH:17][C:16]=2[CH3:18])=[O:21])[CH2:62][CH2:61][CH2:60][CH2:59]1. The yield is 0.770.